Dataset: Full USPTO retrosynthesis dataset with 1.9M reactions from patents (1976-2016). Task: Predict the reactants needed to synthesize the given product. The reactants are: [Cl:1][C:2]1[NH:7][C:6]2=[N:8][CH:9]=[CH:10][C:5]2=[C:4]([Cl:11])[N:3]=1.[H-].[Na+].[CH3:14][Si:15]([CH2:18][CH2:19]Cl)([CH3:17])[CH3:16].[OH2:21].[CH3:22]C#N. Given the product [Cl:1][C:2]1[N:3]=[C:4]([Cl:11])[C:5]2[CH:10]=[CH:9][N:8]([CH2:22][O:21][CH2:19][CH2:18][Si:15]([CH3:17])([CH3:16])[CH3:14])[C:6]=2[N:7]=1, predict the reactants needed to synthesize it.